Dataset: Cav3 T-type calcium channel HTS with 100,875 compounds. Task: Binary Classification. Given a drug SMILES string, predict its activity (active/inactive) in a high-throughput screening assay against a specified biological target. (1) The compound is s1c2c(CCCC2)c2c1nc(nc2SCC(=O)NCc1occc1)C. The result is 0 (inactive). (2) The molecule is S1(=O)(=O)CC(N2C(=O)C(/SC2=S)=C/c2c(nn(c2)c2ccccc2)c2ccc(OCC)cc2)CC1. The result is 0 (inactive). (3) The drug is O1C23OC(=N)C(C(C2CCCC3)(C#N)C#N)(C1c1cc(OC)c(OCC)cc1)C#N. The result is 0 (inactive). (4) The molecule is S1(=O)(=O)c2cc(N3CCN(CC3)c3ncccc3)ccc2C(=O)c2c1cccc2. The result is 0 (inactive). (5) The compound is O(CC(O)CN(CC)CC)c1cc2c(n(c(c2C(OCC)=O)C)C)cc1. The result is 0 (inactive). (6) The molecule is Fc1c(C2c3c(OC(N)=C2C#N)cc(n(c3=O)CCOC)C)cccc1. The result is 0 (inactive). (7) The compound is o1c(C2n3[nH]cnc3=NC(C2)c2ccc(cc2)C)ccc1. The result is 0 (inactive). (8) The molecule is S(=O)(=O)(N(c1ccc(cc1)C)CC(=O)N)c1ccc(OCC)cc1. The result is 0 (inactive). (9) The drug is s1c(C(N2CCN(CC2)c2cc(ccc2)C(F)(F)F)c2n(nnn2)CCOC)ccc1. The result is 1 (active).